Dataset: Peptide-MHC class I binding affinity with 185,985 pairs from IEDB/IMGT. Task: Regression. Given a peptide amino acid sequence and an MHC pseudo amino acid sequence, predict their binding affinity value. This is MHC class I binding data. (1) The peptide sequence is FSMELPSFGV. The MHC is HLA-A68:02 with pseudo-sequence HLA-A68:02. The binding affinity (normalized) is 0.889. (2) The peptide sequence is ETKKTMLAL. The MHC is HLA-A26:01 with pseudo-sequence HLA-A26:01. The binding affinity (normalized) is 0.898. (3) The peptide sequence is TQQHPIVVL. The MHC is HLA-A02:01 with pseudo-sequence HLA-A02:01. The binding affinity (normalized) is 0.